Dataset: Full USPTO retrosynthesis dataset with 1.9M reactions from patents (1976-2016). Task: Predict the reactants needed to synthesize the given product. (1) Given the product [CH3:27][C:17]1[CH:22]=[CH:21][C:20]([S:23]([O:12][C:10]2[C:9]3[CH2:8][CH2:7][CH2:6][C:5]4([CH2:13][CH2:14][CH2:15][CH2:16]4)[C:4]=3[N:3]=[C:2]([NH2:1])[N:11]=2)(=[O:25])=[O:24])=[CH:19][CH:18]=1, predict the reactants needed to synthesize it. The reactants are: [NH2:1][C:2]1[N:11]=[C:10]([OH:12])[C:9]2[CH2:8][CH2:7][CH2:6][C:5]3([CH2:16][CH2:15][CH2:14][CH2:13]3)[C:4]=2[N:3]=1.[C:17]1([CH3:27])[CH:22]=[CH:21][C:20]([S:23](Cl)(=[O:25])=[O:24])=[CH:19][CH:18]=1.C(N(CC)CC)C. (2) Given the product [S:1]1[CH2:5][CH2:4][C:3]2[CH:6]=[CH:7][CH:8]=[CH:9][C:2]1=2, predict the reactants needed to synthesize it. The reactants are: [S:1]1(=O)(=O)[CH2:5][CH2:4][C:3]2[CH:6]=[CH:7][CH:8]=[CH:9][C:2]1=2.[H-].[Al+3].[Li+].[H-].[H-].[H-].O.